This data is from Forward reaction prediction with 1.9M reactions from USPTO patents (1976-2016). The task is: Predict the product of the given reaction. (1) Given the reactants [CH2:1]=[CH:2][CH:3]=[CH2:4].[CH2:5]=[CH:6][C:7]1[CH:12]=[CH:11][CH:10]=[CH:9][CH:8]=1.[Li]CCCC.C(OC(=O)C1C=CC=CC=1)C, predict the reaction product. The product is: [CH2:5]=[CH:6][C:7]1[CH:12]=[CH:11][CH:10]=[CH:9][CH:8]=1.[CH2:1]=[CH:2][CH:3]=[CH2:4].[CH2:5]=[CH:6][C:7]1[CH:12]=[CH:11][CH:10]=[CH:9][CH:8]=1. (2) Given the reactants Cl[C:2]1[CH:7]=[CH:6][C:5]([N:8]2[N:17]=[C:16]([NH:18][C:19]3[CH:23]=[C:22]([CH3:24])[NH:21][N:20]=3)[C:15]3[C:10](=[CH:11][CH:12]=[CH:13][CH:14]=3)[C:9]2=[O:25])=[CH:4][CH:3]=1.[NH2:26][C:27]1[CH:32]=[CH:31][CH:30]=[CH:29][CH:28]=1.CC([O-])(C)C.[Na+].C(P(C(C)(C)C)C1C=CC=CC=1C1C=CC=CC=1)(C)(C)C, predict the reaction product. The product is: [CH3:24][C:22]1[NH:21][N:20]=[C:19]([NH:18][C:16]2[C:15]3[C:10](=[CH:11][CH:12]=[CH:13][CH:14]=3)[C:9](=[O:25])[N:8]([C:5]3[CH:6]=[CH:7][C:2]([NH:26][C:27]4[CH:32]=[CH:31][CH:30]=[CH:29][CH:28]=4)=[CH:3][CH:4]=3)[N:17]=2)[CH:23]=1. (3) Given the reactants [OH:1][C:2]1[CH:9]=[CH:8][C:5]([C:6]#[N:7])=[CH:4][C:3]=1[O:10][CH3:11].[CH2:12]([O:14][C:15](=[O:31])[CH2:16][C@H:17]1[C:25]2[C:20](=[CH:21][C:22]([O:26][CH2:27][CH2:28][CH2:29]Br)=[CH:23][CH:24]=2)[CH2:19][CH2:18]1)[CH3:13].C([O-])([O-])=O.[Cs+].[Cs+], predict the reaction product. The product is: [C:6]([C:5]1[CH:8]=[CH:9][C:2]([O:1][CH2:29][CH2:28][CH2:27][O:26][C:22]2[CH:21]=[C:20]3[C:25](=[CH:24][CH:23]=2)[C@H:17]([CH2:16][C:15]([O:14][CH2:12][CH3:13])=[O:31])[CH2:18][CH2:19]3)=[C:3]([O:10][CH3:11])[CH:4]=1)#[N:7]. (4) Given the reactants [C:1]([O:5][C:6](=[O:22])[NH:7][C:8]1[CH:13]=[CH:12][C:11]([CH2:14][C:15]2[CH:20]=[CH:19][C:18]([NH2:21])=[CH:17][CH:16]=2)=[CH:10][CH:9]=1)([CH3:4])([CH3:3])[CH3:2].[C:23]([C:27]([CH2:29][C:30](OCC)=[O:31])=[O:28])([F:26])([F:25])[F:24], predict the reaction product. The product is: [C:1]([O:5][C:6](=[O:22])[NH:7][C:8]1[CH:13]=[CH:12][C:11]([CH2:14][C:15]2[CH:16]=[CH:17][C:18]([NH:21][C:30](=[O:31])[CH2:29][C:27](=[O:28])[C:23]([F:26])([F:25])[F:24])=[CH:19][CH:20]=2)=[CH:10][CH:9]=1)([CH3:4])([CH3:2])[CH3:3]. (5) Given the reactants N[C:2]1[CH:7]=[CH:6][C:5]([CH:8]([CH3:14])[C:9]([O:11][CH2:12][CH3:13])=[O:10])=[CH:4][C:3]=1[O:15][CH3:16].CC1C=CC(S(O)(=O)=O)=CC=1.O.N([O-])=O.[Na+].[I-:33].[K+], predict the reaction product. The product is: [I:33][C:2]1[CH:7]=[CH:6][C:5]([CH:8]([CH3:14])[C:9]([O:11][CH2:12][CH3:13])=[O:10])=[CH:4][C:3]=1[O:15][CH3:16]. (6) Given the reactants CS([C:4]1[N:5]=[CH:6][C:7]2[CH:12]=[C:11]([CH2:13][C:14]3[CH:19]=[CH:18][CH:17]=[CH:16][CH:15]=3)[N:10]([CH3:20])[C:8]=2[N:9]=1)=O.[CH:21]1([NH2:26])[CH2:25][CH2:24][CH2:23][CH2:22]1, predict the reaction product. The product is: [CH:21]1([NH:26][C:4]2[N:5]=[CH:6][C:7]3[CH:12]=[C:11]([CH2:13][C:14]4[CH:19]=[CH:18][CH:17]=[CH:16][CH:15]=4)[N:10]([CH3:20])[C:8]=3[N:9]=2)[CH2:25][CH2:24][CH2:23][CH2:22]1.